This data is from Reaction yield outcomes from USPTO patents with 853,638 reactions. The task is: Predict the reaction yield, written as a fraction of the theoretical maximum amount of product (1.0 means a 100% yield; for example, 0.34 means a 34% yield). The reactants are [NH2:1][CH2:2][C@@H:3]1[C@@H:10]2[CH:6]([O:7][C:8]([CH3:12])([CH3:11])[O:9]2)[C@H:5]([N:13]2[CH:21]=[N:20][C:19]3[C:14]2=[N:15][CH:16]=[N:17][C:18]=3[NH2:22])[O:4]1.[CH3:23]N(C=O)C.IC(C)C.C([O-])([O-])=O.[K+].[K+]. The catalyst is CC#N. The product is [CH3:11][C:8]1([CH3:12])[O:9][C@@H:10]2[C@@H:3]([CH2:2][NH:1][CH3:23])[O:4][C@@H:5]([N:13]3[CH:21]=[N:20][C:19]4[C:14]3=[N:15][CH:16]=[N:17][C:18]=4[NH2:22])[C@@H:6]2[O:7]1. The yield is 0.750.